From a dataset of Full USPTO retrosynthesis dataset with 1.9M reactions from patents (1976-2016). Predict the reactants needed to synthesize the given product. The reactants are: [CH3:1][C:2]1[CH:11]=[CH:10][C:9]2[C:4](=[CH:5][CH:6]=[CH:7][C:8]=2[N:12]2[CH2:17][CH2:16][NH:15][CH2:14][CH2:13]2)[N:3]=1.[Cl:18][CH2:19][C:20]([C:22]1[CH:23]=[CH:24][C:25]2[O:30][CH2:29][C:28](=[O:31])[NH:27][C:26]=2[CH:32]=1)=[O:21].C(N(CC)C(C)C)(C)C. Given the product [ClH:18].[CH3:1][C:2]1[CH:11]=[CH:10][C:9]2[C:4](=[CH:5][CH:6]=[CH:7][C:8]=2[N:12]2[CH2:17][CH2:16][N:15]([CH2:19][C:20]([C:22]3[CH:23]=[CH:24][C:25]4[O:30][CH2:29][C:28](=[O:31])[NH:27][C:26]=4[CH:32]=3)=[O:21])[CH2:14][CH2:13]2)[N:3]=1, predict the reactants needed to synthesize it.